This data is from Forward reaction prediction with 1.9M reactions from USPTO patents (1976-2016). The task is: Predict the product of the given reaction. (1) Given the reactants [CH2:1]([Li])CCC.[C:6]([NH:10][C:11]([C:13]1[CH:18]=[C:17]([Cl:19])[CH:16]=[CH:15][N:14]=1)=[O:12])([CH3:9])([CH3:8])[CH3:7].IC.[NH4+].[Cl-], predict the reaction product. The product is: [C:6]([NH:10][C:11]([C:13]1[C:18]([CH3:1])=[C:17]([Cl:19])[CH:16]=[CH:15][N:14]=1)=[O:12])([CH3:9])([CH3:7])[CH3:8]. (2) The product is: [S:1]1[C:5]2[CH:6]=[CH:7][CH:8]=[CH:9][C:4]=2[CH:3]=[C:2]1[C:10]([NH:20][C@H:21]([C:26]([OH:28])=[O:27])[CH2:22][CH:23]([CH3:25])[CH3:24])=[O:12]. Given the reactants [S:1]1[C:5]2[CH:6]=[CH:7][CH:8]=[CH:9][C:4]=2[CH:3]=[C:2]1[C:10]([O:12]N1C(=O)CCC1=O)=O.[NH2:20][C@H:21]([C:26]([OH:28])=[O:27])[CH2:22][CH:23]([CH3:25])[CH3:24].CCO.C(N(CC)CC)C, predict the reaction product. (3) Given the reactants [H-].[Na+].[Cl:3][C:4]1[CH:29]=[CH:28][C:7]([O:8][CH2:9][C:10]([N:12]2[CH2:17][C@H:16]([CH3:18])[N:15]([CH2:19][C:20]3[CH:25]=[CH:24][C:23]([F:26])=[CH:22][CH:21]=3)[CH2:14][C@H:13]2[CH3:27])=[O:11])=[C:6]([CH2:30][OH:31])[CH:5]=1.Br[CH2:33][C:34]([O:36][C:37]([CH3:40])([CH3:39])[CH3:38])=[O:35], predict the reaction product. The product is: [C:37]([O:36][C:34](=[O:35])[CH2:33][O:31][CH2:30][C:6]1[CH:5]=[C:4]([Cl:3])[CH:29]=[CH:28][C:7]=1[O:8][CH2:9][C:10]([N:12]1[CH2:17][C@H:16]([CH3:18])[N:15]([CH2:19][C:20]2[CH:25]=[CH:24][C:23]([F:26])=[CH:22][CH:21]=2)[CH2:14][C@H:13]1[CH3:27])=[O:11])([CH3:40])([CH3:39])[CH3:38]. (4) Given the reactants [H-].[Na+].[F:3][C:4]1[CH:5]=[C:6]([OH:11])[CH:7]=[CH:8][C:9]=1[F:10].[F:12][C:13]1[CH:18]=[C:17]([CH2:19][CH2:20][CH3:21])[CH:16]=[CH:15][C:14]=1[C:22]1[CH:27]=[CH:26][C:25]([CH2:28]Br)=[C:24]([F:30])[CH:23]=1.Cl, predict the reaction product. The product is: [F:3][C:4]1[CH:5]=[C:6]([O:11][CH2:28][C:25]2[CH:26]=[CH:27][C:22]([C:14]3[CH:15]=[CH:16][C:17]([CH2:19][CH2:20][CH3:21])=[CH:18][C:13]=3[F:12])=[CH:23][C:24]=2[F:30])[CH:7]=[CH:8][C:9]=1[F:10]. (5) The product is: [C:1]([O:5][C:6](=[O:30])[NH:7][CH2:8][CH2:9][O:10][C:11]1[CH:16]=[CH:15][C:14]([C:17]2[CH:18]=[CH:19][C:20]3[N:21]([C:23]([C:39]4[CH:38]=[CH:37][C:36]([S:33]([CH2:31][CH3:32])(=[O:35])=[O:34])=[CH:41][CH:40]=4)=[C:24]([CH3:26])[N:25]=3)[N:22]=2)=[CH:13][C:12]=1[O:28][CH3:29])([CH3:4])([CH3:3])[CH3:2]. Given the reactants [C:1]([O:5][C:6](=[O:30])[NH:7][CH2:8][CH2:9][O:10][C:11]1[CH:16]=[CH:15][C:14]([C:17]2[CH:18]=[CH:19][C:20]3[N:21]([C:23](Br)=[C:24]([CH3:26])[N:25]=3)[N:22]=2)=[CH:13][C:12]=1[O:28][CH3:29])([CH3:4])([CH3:3])[CH3:2].[CH2:31]([S:33]([C:36]1[CH:41]=[CH:40][C:39](B(O)O)=[CH:38][CH:37]=1)(=[O:35])=[O:34])[CH3:32], predict the reaction product. (6) Given the reactants Br[C:2]1[CH:3]=[C:4]2[C:9](=[CH:10][C:11]=1[O:12][CH:13]([F:15])[F:14])[N:8]([C:16]1[C:20]3[CH2:21][N:22]([C:25](=[O:27])[CH3:26])[CH2:23][CH2:24][C:19]=3[N:18]([CH:28]3[CH2:33][CH2:32][O:31][CH2:30][CH2:29]3)[N:17]=1)[CH2:7][CH2:6][CH2:5]2.[CH3:34][N:35]1[CH:39]=[C:38](B2OC(C)(C)C(C)(C)O2)[CH:37]=[N:36]1.C([O-])([O-])=O.[Na+].[Na+], predict the reaction product. The product is: [F:14][CH:13]([F:15])[O:12][C:11]1[CH:10]=[C:9]2[C:4]([CH2:5][CH2:6][CH2:7][N:8]2[C:16]2[C:20]3[CH2:21][N:22]([C:25](=[O:27])[CH3:26])[CH2:23][CH2:24][C:19]=3[N:18]([CH:28]3[CH2:33][CH2:32][O:31][CH2:30][CH2:29]3)[N:17]=2)=[CH:3][C:2]=1[C:38]1[CH:37]=[N:36][N:35]([CH3:34])[CH:39]=1. (7) Given the reactants [F:1][C:2]1[N:7]=[CH:6][C:5]([C:8]2([CH:14]=[O:15])[CH2:13][CH2:12][O:11][CH2:10][CH2:9]2)=[CH:4][CH:3]=1.[BH4-].[Na+], predict the reaction product. The product is: [F:1][C:2]1[N:7]=[CH:6][C:5]([C:8]2([CH2:14][OH:15])[CH2:9][CH2:10][O:11][CH2:12][CH2:13]2)=[CH:4][CH:3]=1. (8) Given the reactants [C:1]([O:5][C:6]([N:8]1[CH2:12][CH2:11][C@:10]([F:16])([C:13]([OH:15])=[O:14])[CH2:9]1)=[O:7])([CH3:4])([CH3:3])[CH3:2].[OH-].[Li+:18].O1CCCC1, predict the reaction product. The product is: [C:1]([O:5][C:6]([N:8]1[CH2:12][CH2:11][C@:10]([F:16])([C:13]([O-:15])=[O:14])[CH2:9]1)=[O:7])([CH3:4])([CH3:2])[CH3:3].[Li+:18]. (9) The product is: [CH2:1]([C:3]1[N:7]2[N:8]=[C:9]([CH2:21][O:22][CH3:23])[C:10](/[CH:19]=[CH:28]/[C:27]([O:26][CH2:24][CH3:25])=[O:48])=[C:11]([C:12]3[CH:13]=[N:14][CH:15]=[C:16]([CH3:18])[CH:17]=3)[C:6]2=[CH:5][CH:4]=1)[CH3:2]. Given the reactants [CH2:1]([C:3]1[N:7]2[N:8]=[C:9]([CH2:21][O:22][CH3:23])[C:10]([CH:19]=O)=[C:11]([C:12]3[CH:13]=[N:14][CH:15]=[C:16]([CH3:18])[CH:17]=3)[C:6]2=[CH:5][CH:4]=1)[CH3:2].[CH2:24]([O:26][C:27](=[O:48])[CH:28]=P(C1C=CC=CC=1)(C1C=CC=CC=1)C1C=CC=CC=1)[CH3:25], predict the reaction product.